Task: Predict the product of the given reaction.. Dataset: Forward reaction prediction with 1.9M reactions from USPTO patents (1976-2016) (1) Given the reactants [CH2:1]([O:8][C:9]([NH:11][CH2:12][CH2:13][O:14][N:15]1C(=O)C2=CC=CC=C2C1=O)=[O:10])[C:2]1[CH:7]=[CH:6][CH:5]=[CH:4][CH:3]=1.O1CCCC1, predict the reaction product. The product is: [CH2:1]([O:8][C:9]([NH:11][CH2:12][CH2:13][O:14][NH2:15])=[O:10])[C:2]1[CH:3]=[CH:4][CH:5]=[CH:6][CH:7]=1. (2) The product is: [Cl:1][C:2]1[CH:3]=[CH:4][C:5]2=[CH:16][CH:10]=[C:9]3[C:8]([CH:15]=[N:14][CH:13]=[CH:12]3)=[C:6]2[CH:7]=1. Given the reactants [Cl:1][C:2]1[CH:3]=[CH:4][C:5]([CH:16]=O)=[C:6]([C:8]2[CH:15]=[N:14][CH:13]=[CH:12][C:9]=2[CH:10]=O)[CH:7]=1.NN, predict the reaction product. (3) Given the reactants [OH:1][C:2]([C:18]1[CH:23]=[CH:22][CH:21]=[CH:20][CH:19]=1)([CH2:14][C:15]([CH3:17])=[CH2:16])[CH2:3][CH2:4][N:5]([C:9]([CH3:13])([C:11]#[CH:12])[CH3:10])[C:6](=[O:8])[O-:7].Br[C:25]1[CH:30]=[CH:29][C:28]([F:31])=[CH:27][CH:26]=1.[CH3:32]CN(CC)CC, predict the reaction product. The product is: [F:31][C:28]1[CH:29]=[CH:30][C:25]([C:12]#[C:11][C:9]([N:5]([CH2:4][CH2:3][C:2]([OH:1])([C:18]2[CH:19]=[CH:20][CH:21]=[CH:22][CH:23]=2)[CH2:14][C:15]([CH3:17])=[CH2:16])[C:6](=[O:7])[O:8][CH3:32])([CH3:10])[CH3:13])=[CH:26][CH:27]=1. (4) Given the reactants [CH3:1][O:2][C:3]([NH:5][CH2:6][CH2:7][CH2:8][N:9]([C:23]1[CH:28]=[CH:27][CH:26]=[C:25]([Cl:29])[CH:24]=1)[CH:10]1[CH2:15][CH2:14][CH2:13][N:12](C(OC(C)(C)C)=O)[CH2:11]1)=[O:4].C(=O)(O)[O-].[Na+], predict the reaction product. The product is: [Cl:29][C:25]1[CH:24]=[C:23]([N:9]([CH:10]2[CH2:15][CH2:14][CH2:13][NH:12][CH2:11]2)[CH2:8][CH2:7][CH2:6][NH:5][C:3](=[O:4])[O:2][CH3:1])[CH:28]=[CH:27][CH:26]=1. (5) The product is: [CH2:16]([O:1][C:2]1[CH:6]=[C:5]([C:7]([O:9][CH2:16][C:17]2[CH:22]=[CH:21][CH:20]=[CH:19][CH:18]=2)=[O:8])[N:4]([C:10]2[CH:11]=[CH:12][CH:13]=[CH:14][CH:15]=2)[N:3]=1)[C:17]1[CH:22]=[CH:21][CH:20]=[CH:19][CH:18]=1. Given the reactants [OH:1][C:2]1[CH:6]=[C:5]([C:7]([OH:9])=[O:8])[N:4]([C:10]2[CH:15]=[CH:14][CH:13]=[CH:12][CH:11]=2)[N:3]=1.[CH2:16](Br)[C:17]1[CH:22]=[CH:21][CH:20]=[CH:19][CH:18]=1.C(=O)([O-])[O-].[K+].[K+].Cl, predict the reaction product.